Task: Predict the product of the given reaction.. Dataset: Forward reaction prediction with 1.9M reactions from USPTO patents (1976-2016) The product is: [CH:11]1([C:8]2[N:9]=[CH:10][C:5]([C:3]([OH:4])=[O:2])=[N:6][C:7]=2[O:14][CH2:15][CH:16]2[CH2:18][CH2:17]2)[CH2:12][CH2:13]1. Given the reactants C[O:2][C:3]([C:5]1[CH:10]=[N:9][C:8]([CH:11]2[CH2:13][CH2:12]2)=[C:7]([O:14][CH2:15][CH:16]2[CH2:18][CH2:17]2)[N:6]=1)=[O:4].[OH-].[Li+], predict the reaction product.